From a dataset of Catalyst prediction with 721,799 reactions and 888 catalyst types from USPTO. Predict which catalyst facilitates the given reaction. (1) Reactant: [CH3:1][O:2][CH2:3][CH2:4][C:5]1[CH:14]=[CH:13][CH:12]=[CH:11][C:6]=1[C:7]([O:9]C)=[O:8].[Li+].[OH-].Cl. Product: [CH3:1][O:2][CH2:3][CH2:4][C:5]1[CH:14]=[CH:13][CH:12]=[CH:11][C:6]=1[C:7]([OH:9])=[O:8]. The catalyst class is: 24. (2) Product: [ClH:25].[CH2:17]([NH:16][C:14]1[N:13]=[C:12]([NH:21][CH3:22])[C:10]2[N:11]=[C:6]([NH:5][CH2:1][CH2:2][CH2:3][CH3:4])[N:7]=[C:8]([NH:23][CH3:24])[C:9]=2[N:15]=1)[CH2:18][CH2:19][CH3:20]. The catalyst class is: 12. Reactant: [CH2:1]([NH:5][C:6]1[N:7]=[C:8]([NH:23][CH3:24])[C:9]2[N:15]=[C:14]([NH:16][CH2:17][CH2:18][CH2:19][CH3:20])[N:13]=[C:12]([NH:21][CH3:22])[C:10]=2[N:11]=1)[CH2:2][CH2:3][CH3:4].[ClH:25].C(OCC)C.Cl.CN(C)C1N=C(NCCC)C2N=C(NC)N=C(NCCC)C=2N=1. (3) Reactant: [H-].[H-].[H-].[H-].[Li+].[Al+3].[NH2:7][CH2:8][C:9]([N:11]1[CH:16]2[CH2:17][CH2:18][CH:12]1[CH2:13][CH2:14][CH2:15]2)=O. Product: [CH:12]12[N:11]([CH2:9][CH2:8][NH2:7])[CH:16]([CH2:17][CH2:18]1)[CH2:15][CH2:14][CH2:13]2. The catalyst class is: 1.